From a dataset of Catalyst prediction with 721,799 reactions and 888 catalyst types from USPTO. Predict which catalyst facilitates the given reaction. (1) Reactant: [N:1]1[CH:6]=[CH:5][C:4]([CH:7]=O)=[CH:3][CH:2]=1.[NH2:9][CH2:10][CH2:11][CH2:12][CH2:13][C:14]1[CH:31]=[CH:30][C:17]2[N:18]([CH2:28][CH3:29])[C:19](=[O:27])[C:20]([CH3:26])([CH3:25])[C:21](=[O:24])[N:22]([CH3:23])[C:16]=2[CH:15]=1.[BH4-].[Na+]. Product: [CH2:28]([N:18]1[C:19](=[O:27])[C:20]([CH3:26])([CH3:25])[C:21](=[O:24])[N:22]([CH3:23])[C:16]2[CH:15]=[C:14]([CH2:13][CH2:12][CH2:11][CH2:10][NH:9][CH2:7][C:4]3[CH:3]=[CH:2][N:1]=[CH:6][CH:5]=3)[CH:31]=[CH:30][C:17]1=2)[CH3:29]. The catalyst class is: 5. (2) Reactant: CS([C:5]1[N:10]=[C:9]([C:11]2[CH:16]=[CH:15][C:14]([S:17]([CH3:20])(=[O:19])=[O:18])=[CH:13][CH:12]=2)[CH:8]=[C:7]([C:21]([F:24])([F:23])[F:22])[N:6]=1)(=O)=O.[NH2:25][CH2:26][C:27]1[CH:32]=[CH:31][N:30]=[CH:29][CH:28]=1. Product: [CH3:20][S:17]([C:14]1[CH:15]=[CH:16][C:11]([C:9]2[CH:8]=[C:7]([C:21]([F:24])([F:23])[F:22])[N:6]=[C:5]([NH:25][CH2:26][C:27]3[CH:32]=[CH:31][N:30]=[CH:29][CH:28]=3)[N:10]=2)=[CH:12][CH:13]=1)(=[O:19])=[O:18]. The catalyst class is: 23. (3) Product: [NH2:22][C:3]1[CH:4]=[C:5]([CH:20]=[CH:21][C:2]=1[NH2:1])[O:6][CH2:7][CH2:8][CH2:9][N:10]1[CH2:19][CH2:18][C:17]2[C:12](=[CH:13][CH:14]=[CH:15][CH:16]=2)[CH2:11]1. Reactant: [NH2:1][C:2]1[CH:21]=[CH:20][C:5]([O:6][CH2:7][CH2:8][CH2:9][N:10]2[CH:19]=[CH:18][C:17]3[C:12](=[CH:13][CH:14]=[CH:15][CH:16]=3)[CH2:11]2)=[CH:4][C:3]=1[N+:22]([O-])=O. The catalyst class is: 14. (4) Reactant: [OH:1][C:2]1([CH2:21][C:22](=[O:32])[CH2:23][C:24]([C:26]2[CH:27]=[N:28][CH:29]=[CH:30][CH:31]=2)=O)[CH2:7][CH2:6][N:5]([C:8](=[O:20])[C:9]2[CH:14]=[CH:13][C:12]([O:15][CH:16]([CH3:18])[CH3:17])=[C:11]([CH3:19])[CH:10]=2)[CH2:4][CH2:3]1.CC1C=CC(S([O-])(=O)=O)=CC=1.C1C=C[NH+]=CC=1.O. Product: [CH:16]([O:15][C:12]1[CH:13]=[CH:14][C:9]([C:8]([N:5]2[CH2:6][CH2:7][C:2]3([O:1][C:24]([C:26]4[CH:27]=[N:28][CH:29]=[CH:30][CH:31]=4)=[CH:23][C:22](=[O:32])[CH2:21]3)[CH2:3][CH2:4]2)=[O:20])=[CH:10][C:11]=1[CH3:19])([CH3:18])[CH3:17]. The catalyst class is: 4. (5) Reactant: C([Li])CCC.[CH3:6][N:7]([CH3:12])[S:8]([CH3:11])(=[O:10])=[O:9].[C:13]1(=[N:19][S:20]([C:22]([CH3:25])([CH3:24])[CH3:23])=[O:21])[CH2:18][CH2:17][CH2:16][CH2:15][CH2:14]1. Product: [CH3:6][N:7]([CH3:12])[S:8]([CH2:11][C:13]1([NH:19][S:20]([C:22]([CH3:25])([CH3:24])[CH3:23])=[O:21])[CH2:18][CH2:17][CH2:16][CH2:15][CH2:14]1)(=[O:10])=[O:9]. The catalyst class is: 1. (6) Reactant: [Br:1][C:2]1[CH:3]=[C:4]2[N:10]=[C:9](/[CH:11]=[CH:12]/[C:13]3[N:18]=[C:17]([NH2:19])[CH:16]=[C:15]([CH3:20])[CH:14]=3)[NH:8][C:5]2=[N:6][CH:7]=1.C(O)(=O)C. Product: [NH2:19][C:17]1[CH:16]=[C:15]([CH3:20])[CH:14]=[C:13]([CH2:12][CH2:11][C:9]2[NH:8][C:5]3=[N:6][CH:7]=[C:2]([Br:1])[CH:3]=[C:4]3[N:10]=2)[N:18]=1. The catalyst class is: 458. (7) Reactant: [N+:1]([C:4]1[CH:24]=[CH:23][C:7]([O:8][C:9]2[CH:10]=[C:11]([C:19]([O:21][CH3:22])=[O:20])[CH:12]=[C:13]([CH:18]=2)[C:14]([O:16][CH3:17])=[O:15])=[CH:6][CH:5]=1)([O-])=O.O1CCCC1.[H][H]. Product: [NH2:1][C:4]1[CH:5]=[CH:6][C:7]([O:8][C:9]2[CH:18]=[C:13]([C:14]([O:16][CH3:17])=[O:15])[CH:12]=[C:11]([CH:10]=2)[C:19]([O:21][CH3:22])=[O:20])=[CH:23][CH:24]=1. The catalyst class is: 63.